Dataset: Forward reaction prediction with 1.9M reactions from USPTO patents (1976-2016). Task: Predict the product of the given reaction. (1) Given the reactants [NH2:1][CH:2]1[C:10]2[C:5](=[CH:6][C:7]([CH2:11][N:12]3[CH:16]=[C:15]([CH2:17][OH:18])[C:14]([C:19]([F:22])([F:21])[F:20])=[N:13]3)=[CH:8][CH:9]=2)[CH2:4][CH2:3]1.C(N(CC)CC)C.[CH:30]1([S:33](Cl)(=[O:35])=[O:34])[CH2:32][CH2:31]1, predict the reaction product. The product is: [OH:18][CH2:17][C:15]1[C:14]([C:19]([F:22])([F:21])[F:20])=[N:13][N:12]([CH2:11][C:7]2[CH:6]=[C:5]3[C:10](=[CH:9][CH:8]=2)[CH:2]([NH:1][S:33]([CH:30]2[CH2:32][CH2:31]2)(=[O:35])=[O:34])[CH2:3][CH2:4]3)[CH:16]=1. (2) Given the reactants [OH:1][CH2:2][C@@H:3]([NH:8][C:9](=[O:15])[O:10][C:11]([CH3:14])([CH3:13])[CH3:12])[CH2:4][CH:5]([CH3:7])[CH3:6].Cl[C:17]1[CH:18]=[CH:19][C:20]2[C:30]3[C:25](=[CH:26][N:27]=[CH:28][CH:29]=3)[CH:24]([C:31]([F:34])([F:33])[F:32])[O:23][C:21]=2[CH:22]=1, predict the reaction product. The product is: [CH3:6][CH:5]([CH3:7])[CH2:4][C@H:3]([NH:8][C:9](=[O:15])[O:10][C:11]([CH3:13])([CH3:12])[CH3:14])[CH2:2][O:1][C:17]1[CH:18]=[CH:19][C:20]2[C:30]3[C:25](=[CH:26][N:27]=[CH:28][CH:29]=3)[CH:24]([C:31]([F:33])([F:34])[F:32])[O:23][C:21]=2[CH:22]=1. (3) The product is: [Br:1][C:2]1[CH:7]=[CH:6][C:5]([O:8][CH:10]([C:34]2[CH:35]=[CH:36][CH:37]=[CH:38][CH:39]=2)[CH2:11][CH2:12][CH2:13][CH2:14][CH2:15][N:16]2[CH2:21][CH2:20][CH:19]([C:22]3[CH:23]=[C:24]([NH:28][C:29](=[O:33])[CH:30]([CH3:32])[CH3:31])[CH:25]=[CH:26][CH:27]=3)[CH2:18][CH2:17]2)=[CH:4][CH:3]=1. Given the reactants [Br:1][C:2]1[CH:7]=[CH:6][C:5]([OH:8])=[CH:4][CH:3]=1.O[CH:10]([C:34]1[CH:39]=[CH:38][CH:37]=[CH:36][CH:35]=1)[CH2:11][CH2:12][CH2:13][CH2:14][CH2:15][N:16]1[CH2:21][CH2:20][CH:19]([C:22]2[CH:23]=[C:24]([NH:28][C:29](=[O:33])[CH:30]([CH3:32])[CH3:31])[CH:25]=[CH:26][CH:27]=2)[CH2:18][CH2:17]1, predict the reaction product. (4) Given the reactants [H][H].[Na+:3].[C:4]([CH:6]([CH2:11][C@H:12]([CH3:16])[CH2:13][CH2:14][CH3:15])[CH2:7][C:8]([O-:10])=[O:9])#[N:5], predict the reaction product. The product is: [Na+:3].[NH2:5][CH2:4][CH:6]([CH2:11][C@H:12]([CH3:16])[CH2:13][CH2:14][CH3:15])[CH2:7][C:8]([O-:10])=[O:9]. (5) Given the reactants [Cl:1][C:2]1[CH:7]=[CH:6][C:5]([C:8]([NH:10][C:11]2[CH:16]=[CH:15][C:14](F)=[C:13]([N+:18]([O-:20])=[O:19])[CH:12]=2)=[O:9])=[CH:4][CH:3]=1.O.[NH2:22][NH2:23].N, predict the reaction product. The product is: [Cl:1][C:2]1[CH:7]=[CH:6][C:5]([C:8]([NH:10][C:11]2[CH:16]=[CH:15][C:14]([NH:22][NH2:23])=[C:13]([N+:18]([O-:20])=[O:19])[CH:12]=2)=[O:9])=[CH:4][CH:3]=1. (6) Given the reactants [CH2:1]1[C:7]2[CH:8]=[CH:9][C:10]([O:12][C:13]3[CH:21]=[CH:20][C:16]([C:17]([NH2:19])=[O:18])=[CH:15][N:14]=3)=[CH:11][C:6]=2[CH2:5][CH2:4][CH2:3][NH:2]1.C([O-])([O-])=O.[K+].[K+].Cl[CH2:29][CH2:30][CH2:31][CH:32]1[CH2:37][CH2:36][CH2:35][CH2:34][CH2:33]1.C(OCC)(=O)C, predict the reaction product. The product is: [CH:32]1([CH2:31][CH2:30][CH2:29][N:2]2[CH2:3][CH2:4][CH2:5][C:6]3[CH:11]=[C:10]([O:12][C:13]4[CH:21]=[CH:20][C:16]([C:17]([NH2:19])=[O:18])=[CH:15][N:14]=4)[CH:9]=[CH:8][C:7]=3[CH2:1]2)[CH2:37][CH2:36][CH2:35][CH2:34][CH2:33]1. (7) Given the reactants Br[C:2](Br)=[CH:3][CH2:4][CH:5]1[CH2:9][CH2:8][CH2:7][N:6]1[C:10]([O:12][C:13]([CH3:16])([CH3:15])[CH3:14])=[O:11].C([Li])CCC, predict the reaction product. The product is: [CH2:4]([CH:5]1[CH2:9][CH2:8][CH2:7][N:6]1[C:10]([O:12][C:13]([CH3:16])([CH3:15])[CH3:14])=[O:11])[C:3]#[CH:2].